The task is: Predict the product of the given reaction.. This data is from Forward reaction prediction with 1.9M reactions from USPTO patents (1976-2016). (1) Given the reactants FC(F)(F)S(O[C:7]1[CH:16]=[CH:15][C:14]2[CH2:13][CH2:12][CH:11]([NH:17][C:18]([O:20][C:21]([CH3:24])([CH3:23])[CH3:22])=[O:19])[CH:10]([CH2:25][C:26]3[CH:31]=[CH:30][C:29]([Cl:32])=[C:28]([Cl:33])[CH:27]=3)[C:9]=2[CH:8]=1)(=O)=O.[CH3:36][N:37](C)C=O, predict the reaction product. The product is: [C:21]([O:20][C:18](=[O:19])[NH:17][CH:11]1[CH2:12][CH2:13][C:14]2[C:9](=[CH:8][C:7]([C:36]#[N:37])=[CH:16][CH:15]=2)[CH:10]1[CH2:25][C:26]1[CH:31]=[CH:30][C:29]([Cl:32])=[C:28]([Cl:33])[CH:27]=1)([CH3:24])([CH3:23])[CH3:22]. (2) Given the reactants [CH:1]1([C:4]([NH:6][C:7]2[N:12]=[CH:11][N:10]=[C:9]([O:13][C:14]3[CH:19]=[CH:18][C:17]([NH:20][C:21](=O)[O:22]C4C=CC=CC=4)=[C:16]([CH3:30])[CH:15]=3)[CH:8]=2)=[O:5])[CH2:3][CH2:2]1.[CH:31]([NH:34][C:35]1[CH:40]=[C:39]([C:41]([F:44])([F:43])[F:42])[CH:38]=[C:37]([NH2:45])[CH:36]=1)([CH3:33])[CH3:32].CCN(C(C)C)C(C)C, predict the reaction product. The product is: [CH:31]([NH:34][C:35]1[CH:36]=[C:37]([NH:45][C:21]([NH:20][C:17]2[CH:18]=[CH:19][C:14]([O:13][C:9]3[N:10]=[CH:11][N:12]=[C:7]([NH:6][C:4]([CH:1]4[CH2:2][CH2:3]4)=[O:5])[CH:8]=3)=[CH:15][C:16]=2[CH3:30])=[O:22])[CH:38]=[C:39]([C:41]([F:43])([F:44])[F:42])[CH:40]=1)([CH3:33])[CH3:32].